Dataset: Reaction yield outcomes from USPTO patents with 853,638 reactions. Task: Predict the reaction yield, written as a fraction of the theoretical maximum amount of product (1.0 means a 100% yield; for example, 0.34 means a 34% yield). (1) The yield is 0.640. The reactants are [OH:1][C:2]1[CH:7]=[C:6]([CH3:8])[C:5]([C:9](=[O:11])[CH3:10])=[C:4]([CH3:12])[CH:3]=1.Cl[CH2:14][CH2:15][O:16][CH3:17]. The product is [CH3:17][O:16][CH2:15][CH2:14][O:1][C:2]1[CH:3]=[C:4]([CH3:12])[C:5]([C:9](=[O:11])[CH3:10])=[C:6]([CH3:8])[CH:7]=1. The catalyst is [OH-].[Na+].O. (2) The reactants are [CH2:1]([O:8][C:9]1[CH:14]=[CH:13][CH:12]=[CH:11][C:10]=1[C:15](=O)[CH3:16])[C:2]1[CH:7]=[CH:6][CH:5]=[CH:4][CH:3]=1.[CH:18]([CH:20]1[CH2:25][CH2:24][CH2:23][N:22]([C:26]([O:28][C:29]([CH3:32])([CH3:31])[CH3:30])=[O:27])[CH2:21]1)=O.[C:33](#[N:37])[CH2:34][C:35]#[N:36].C([O-])(=O)C.[NH4+:42]. The catalyst is C1(C)C=CC=CC=1.C(OCC)(=O)C. The product is [NH2:36][C:35]1[C:34]([C:33]#[N:37])=[C:18]([CH:20]2[CH2:25][CH2:24][CH2:23][N:22]([C:26]([O:28][C:29]([CH3:32])([CH3:31])[CH3:30])=[O:27])[CH2:21]2)[CH:16]=[C:15]([C:10]2[CH:11]=[CH:12][CH:13]=[CH:14][C:9]=2[O:8][CH2:1][C:2]2[CH:7]=[CH:6][CH:5]=[CH:4][CH:3]=2)[N:42]=1. The yield is 0.270. (3) The reactants are [C:1]1([C@@H:7]([N@:9]2[CH2:11][CH:10]2[CH2:12][OH:13])[CH3:8])[CH:6]=[CH:5][CH:4]=[CH:3][CH:2]=1.CS(C)=O.C(Cl)(=O)C(Cl)=O.CCN(C(C)C)C(C)C. The catalyst is C(Cl)Cl. The product is [C:1]1([C@@H:7]([N@:9]2[CH2:11][CH:10]2[CH:12]=[O:13])[CH3:8])[CH:2]=[CH:3][CH:4]=[CH:5][CH:6]=1. The yield is 0.810. (4) The reactants are O=C(NC1C=CC(CN2C3C(=CC=CC=3)NC(=O)[C@@H]2CC2SC=CC=2)=CC=1)CSCC(OC)=O.[Cl:35][CH2:36][C:37]([NH:39][C:40]1[CH:45]=[CH:44][C:43]([CH:46]=O)=[CH:42][CH:41]=1)=[O:38].[NH:48]1[C:56]2[C:51](=[CH:52][CH:53]=[CH:54][CH:55]=2)[C:50]([CH2:57][C@H:58]2[NH:67][C:66]3[C:61](=[CH:62][CH:63]=[CH:64][CH:65]=3)[NH:60][C:59]2=[O:68])=[CH:49]1. No catalyst specified. The product is [NH:48]1[C:56]2[C:51](=[CH:52][CH:53]=[CH:54][CH:55]=2)[C:50]([CH2:57][C@@H:58]2[C:59](=[O:68])[NH:60][C:61]3[C:66](=[CH:65][CH:64]=[CH:63][CH:62]=3)[N:67]2[CH2:46][C:43]2[CH:42]=[CH:41][C:40]([NH:39][C:37](=[O:38])[CH2:36][Cl:35])=[CH:45][CH:44]=2)=[CH:49]1. The yield is 0.400. (5) The reactants are [CH2:1](Br)[C:2]1[CH:7]=[CH:6][CH:5]=[CH:4][CH:3]=1.[OH:9][CH2:10][C:11]1[CH:12]=[C:13](B(O)O)[CH:14]=[CH:15][CH:16]=1.[O-]P([O-])([O-])=O.[K+].[K+].[K+]. The catalyst is Cl[Pd](Cl)([P](C1C=CC=CC=1)(C1C=CC=CC=1)C1C=CC=CC=1)[P](C1C=CC=CC=1)(C1C=CC=CC=1)C1C=CC=CC=1.CN(C=O)C.O. The product is [CH2:1]([C:15]1[CH:16]=[C:11]([CH2:10][OH:9])[CH:12]=[CH:13][CH:14]=1)[C:2]1[CH:7]=[CH:6][CH:5]=[CH:4][CH:3]=1. The yield is 0.740. (6) The reactants are Cl[C:2]1[N:7]=[CH:6][NH:5][C:4]2=[N:8][CH:9]=[CH:10][C:3]=12.[C:11]1([SH:17])[CH:16]=[CH:15][CH:14]=[CH:13][CH:12]=1. The catalyst is C(O)CCC. The product is [C:11]1([S:17][C:2]2[C:3]3[CH:10]=[CH:9][NH:8][C:4]=3[N:5]=[CH:6][N:7]=2)[CH:16]=[CH:15][CH:14]=[CH:13][CH:12]=1. The yield is 0.920.